From a dataset of Peptide-MHC class I binding affinity with 185,985 pairs from IEDB/IMGT. Regression. Given a peptide amino acid sequence and an MHC pseudo amino acid sequence, predict their binding affinity value. This is MHC class I binding data. The peptide sequence is FLEQGGFKA. The MHC is HLA-B40:01 with pseudo-sequence HLA-B40:01. The binding affinity (normalized) is 0.0847.